From a dataset of Full USPTO retrosynthesis dataset with 1.9M reactions from patents (1976-2016). Predict the reactants needed to synthesize the given product. (1) Given the product [OH:23][C@@H:18]1[CH2:19][CH2:20][CH2:21][CH2:22][C@H:17]1[O:16][C:10]1[CH:11]=[CH:12][CH:13]=[C:14]2[C:9]=1[C:8](=[O:24])[N:7]([CH2:6][C:5]1[CH:25]=[CH:26][C:2]([C:35]3[CH:36]=[N:37][NH:38][CH:39]=3)=[CH:3][CH:4]=1)[CH2:15]2, predict the reactants needed to synthesize it. The reactants are: Br[C:2]1[CH:26]=[CH:25][C:5]([CH2:6][N:7]2[CH2:15][C:14]3[C:9](=[C:10]([O:16][C@@H:17]4[CH2:22][CH2:21][CH2:20][CH2:19][C@H:18]4[OH:23])[CH:11]=[CH:12][CH:13]=3)[C:8]2=[O:24])=[CH:4][CH:3]=1.CC1(C)C(C)(C)OB([C:35]2[CH:36]=[N:37][N:38](C(OC(C)(C)C)=O)[CH:39]=2)O1.C(=O)([O-])[O-].[Na+].[Na+].O. (2) Given the product [ClH:37].[CH3:33][NH:34][CH2:29][C:16]1[CH:17]=[C:18]([C:19]2[CH:24]=[CH:23][CH:22]=[CH:21][C:20]=2[C:25]([F:28])([F:27])[F:26])[N:14]([S:11]([C:7]2[CH:8]=[CH:9][CH:10]=[C:5]([S:2]([CH3:1])(=[O:4])=[O:3])[CH:6]=2)(=[O:13])=[O:12])[CH:15]=1, predict the reactants needed to synthesize it. The reactants are: [CH3:1][S:2]([C:5]1[CH:6]=[C:7]([S:11]([N:14]2[C:18]([C:19]3[CH:24]=[CH:23][CH:22]=[CH:21][C:20]=3[C:25]([F:28])([F:27])[F:26])=[CH:17][C:16]([CH:29]=O)=[CH:15]2)(=[O:13])=[O:12])[CH:8]=[CH:9][CH:10]=1)(=[O:4])=[O:3].CO.[CH3:33][NH2:34].[BH4-].[Na+].[ClH:37].C(=O)([O-])O.[Na+]. (3) Given the product [Br:1][C:2]1[CH:3]=[CH:4][C:5]([CH2:8][Br:9])=[N:6][CH:7]=1, predict the reactants needed to synthesize it. The reactants are: [Br:1][C:2]1[CH:3]=[CH:4][C:5]([CH3:8])=[N:6][CH:7]=1.[Br:9]N1C(=O)CCC1=O.